From a dataset of Forward reaction prediction with 1.9M reactions from USPTO patents (1976-2016). Predict the product of the given reaction. (1) Given the reactants [NH2:1][C:2]1[N:10]=[C:9]([NH:11][CH2:12][CH2:13][NH:14][C:15](=[O:21])[O:16][C:17]([CH3:20])([CH3:19])[CH3:18])[N:8]=[C:7]2[C:3]=1[N:4]=[CH:5][N:6]2[C@H:22]1[C@H:26]([OH:27])[C@H:25]([OH:28])[C@@H:24]([CH2:29]O)[O:23]1.S(Cl)([Cl:33])=O.N1C=CC=CC=1, predict the reaction product. The product is: [NH2:1][C:2]1[N:10]=[C:9]([NH:11][CH2:12][CH2:13][NH:14][C:15](=[O:21])[O:16][C:17]([CH3:20])([CH3:19])[CH3:18])[N:8]=[C:7]2[C:3]=1[N:4]=[CH:5][N:6]2[C@H:22]1[C@H:26]([OH:27])[C@H:25]([OH:28])[C@@H:24]([CH2:29][Cl:33])[O:23]1. (2) Given the reactants ClC1[C:14]2[N:13]3[C:8]([CH:9]=[CH:10][CH:11]=[CH:12]3)=[C:7]([C:15]3[C:20]([CH3:21])=[CH:19][C:18]([CH3:22])=[CH:17][C:16]=3[CH3:23])[C:6]=2N=C(C)C=1.[CH2:25]([NH:28][CH2:29][CH2:30][CH3:31])[CH2:26][CH3:27], predict the reaction product. The product is: [CH2:25]([N:28]([N:13]1[C:10]2[CH:11]=[CH:12][N:13]3[C:8]([C:9]=2[CH:6]=[C:7]([CH3:15])[CH2:8]1)=[C:7]([C:15]1[C:16]([CH3:23])=[CH:17][C:18]([CH3:22])=[CH:19][C:20]=1[CH3:21])[CH:6]=[CH:14]3)[CH2:29][CH2:30][CH3:31])[CH2:26][CH3:27].